From a dataset of Peptide-MHC class II binding affinity with 134,281 pairs from IEDB. Regression. Given a peptide amino acid sequence and an MHC pseudo amino acid sequence, predict their binding affinity value. This is MHC class II binding data. The peptide sequence is KLVLNIKYTRPGDSL. The MHC is HLA-DPA10103-DPB10201 with pseudo-sequence HLA-DPA10103-DPB10201. The binding affinity (normalized) is 0.223.